From a dataset of Reaction yield outcomes from USPTO patents with 853,638 reactions. Predict the reaction yield, written as a fraction of the theoretical maximum amount of product (1.0 means a 100% yield; for example, 0.34 means a 34% yield). (1) The reactants are [C:1]1([CH2:7][N:8]=[C:9]([CH3:11])[CH3:10])[CH:6]=[CH:5][CH:4]=[CH:3][CH:2]=1.CN(C=O)C.C(O)(C(F)(F)F)=O.[F:24][C:25]([Si](C)(C)C)([F:27])[F:26].C(=O)([O-])[O-].[Na+].[Na+]. The catalyst is C(OCC)(=O)C.C(#N)C. The product is [CH2:7]([NH:8][C:9]([CH3:11])([CH3:10])[C:25]([F:27])([F:26])[F:24])[C:1]1[CH:6]=[CH:5][CH:4]=[CH:3][CH:2]=1. The yield is 0.510. (2) The reactants are CN(C)C=O.[Cl:6][C:7]1[CH:12]=[CH:11][CH:10]=[C:9]([N+:13]([O-:15])=[O:14])[C:8]=1[S:16][C:17]1[N:18]([CH2:25][C@:26]2([CH3:29])[CH2:28][O:27]2)[CH:19]=[C:20]([N+:22]([O-:24])=[O:23])[N:21]=1.[N:30]1([C:36]([O:38][CH2:39][CH:40]=[CH:41][C:42]2[CH:47]=[CH:46][C:45]([C:48]([F:51])([F:50])[F:49])=[CH:44][CH:43]=2)=[O:37])[CH2:35][CH2:34][NH:33][CH2:32][CH2:31]1.O. The catalyst is C(OCC)(=O)C. The product is [Cl:6][C:7]1[CH:12]=[CH:11][CH:10]=[C:9]([N+:13]([O-:15])=[O:14])[C:8]=1[S:16][C:17]1[N:18]([CH2:25][C@:26]([OH:27])([CH3:29])[CH2:28][N:33]2[CH2:32][CH2:31][N:30]([C:36]([O:38][CH2:39][CH:40]=[CH:41][C:42]3[CH:47]=[CH:46][C:45]([C:48]([F:50])([F:51])[F:49])=[CH:44][CH:43]=3)=[O:37])[CH2:35][CH2:34]2)[CH:19]=[C:20]([N+:22]([O-:24])=[O:23])[N:21]=1. The yield is 0.870. (3) The reactants are [CH3:1][C:2]([CH3:14])([CH3:13])[C:3]([NH:5][C:6]1[CH:11]=[CH:10][CH:9]=[CH:8][C:7]=1[CH3:12])=O.[Li]CCCC.[NH4+].[Cl-]. The catalyst is C1COCC1. The product is [C:2]([C:3]1[NH:5][C:6]2[C:7]([CH:12]=1)=[CH:8][CH:9]=[CH:10][CH:11]=2)([CH3:14])([CH3:13])[CH3:1]. The yield is 0.880. (4) The reactants are I[CH2:2][CH3:3].[CH3:4][C@H:5]1[CH2:14][CH2:13][C:12]2[C:7](=[CH:8][CH:9]=[C:10]([CH:19]3[CH2:24][CH2:23][NH:22][CH2:21][CH2:20]3)[C:11]=2[O:15][CH2:16][CH2:17][CH3:18])[N:6]1[C:25](=[O:27])[CH3:26].C(=O)([O-])[O-].[K+].[K+]. The catalyst is CN(C=O)C. The product is [CH2:2]([N:22]1[CH2:23][CH2:24][CH:19]([C:10]2[C:11]([O:15][CH2:16][CH2:17][CH3:18])=[C:12]3[C:7](=[CH:8][CH:9]=2)[N:6]([C:25](=[O:27])[CH3:26])[C@@H:5]([CH3:4])[CH2:14][CH2:13]3)[CH2:20][CH2:21]1)[CH3:3]. The yield is 0.510.